Dataset: Peptide-MHC class II binding affinity with 134,281 pairs from IEDB. Task: Regression. Given a peptide amino acid sequence and an MHC pseudo amino acid sequence, predict their binding affinity value. This is MHC class II binding data. (1) The peptide sequence is YKDVDKPPFSGMTGC. The MHC is HLA-DQA10102-DQB10602 with pseudo-sequence HLA-DQA10102-DQB10602. The binding affinity (normalized) is 0. (2) The peptide sequence is SLSELTDALRTLGST. The MHC is HLA-DQA10501-DQB10201 with pseudo-sequence HLA-DQA10501-DQB10201. The binding affinity (normalized) is 0.0481. (3) The peptide sequence is AATGAATAATGGYKV. The MHC is DRB1_0301 with pseudo-sequence DRB1_0301. The binding affinity (normalized) is 0.0276.